Dataset: Peptide-MHC class II binding affinity with 134,281 pairs from IEDB. Task: Regression. Given a peptide amino acid sequence and an MHC pseudo amino acid sequence, predict their binding affinity value. This is MHC class II binding data. (1) The peptide sequence is NISGYNFSLGAAVKA. The MHC is DRB1_1501 with pseudo-sequence DRB1_1501. The binding affinity (normalized) is 0.629. (2) The peptide sequence is PAKNIYSFNEIVALW. The MHC is HLA-DPA10301-DPB10402 with pseudo-sequence HLA-DPA10301-DPB10402. The binding affinity (normalized) is 0.454. (3) The peptide sequence is GQFRVIGPRHPIRAL. The MHC is HLA-DQA10501-DQB10301 with pseudo-sequence HLA-DQA10501-DQB10301. The binding affinity (normalized) is 0.289. (4) The peptide sequence is AGQISVQPTFSVQRN. The MHC is DRB1_1501 with pseudo-sequence DRB1_1501. The binding affinity (normalized) is 0.797. (5) The peptide sequence is GMNPSHCNEMSWIQS. The MHC is DRB5_0101 with pseudo-sequence DRB5_0101. The binding affinity (normalized) is 0.